Task: Predict the reactants needed to synthesize the given product.. Dataset: Full USPTO retrosynthesis dataset with 1.9M reactions from patents (1976-2016) (1) Given the product [NH2:36][C:34]1[N:33]=[CH:32][N:31]=[C:30]2[N:29]([C@H:37]3[CH2:42][CH2:41][C@H:40]([N:43]4[CH2:44][CH2:45][N:46]([CH3:49])[CH2:47][CH2:48]4)[CH2:39][CH2:38]3)[N:28]=[C:27]([C:24]3[CH:25]=[CH:26][C:21]([NH:20][C:11]([C:3]4[N:2]([CH3:1])[C:10]5[C:5]([CH:4]=4)=[CH:6][CH:7]=[CH:8][CH:9]=5)=[O:13])=[C:22]([O:50][CH3:51])[CH:23]=3)[C:35]=12, predict the reactants needed to synthesize it. The reactants are: [CH3:1][N:2]1[C:10]2[C:5](=[CH:6][CH:7]=[CH:8][CH:9]=2)[CH:4]=[C:3]1[C:11]([OH:13])=O.C(Cl)(=O)C(Cl)=O.[NH2:20][C:21]1[CH:26]=[CH:25][C:24]([C:27]2[C:35]3[C:30](=[N:31][CH:32]=[N:33][C:34]=3[NH2:36])[N:29]([C@H:37]3[CH2:42][CH2:41][C@H:40]([N:43]4[CH2:48][CH2:47][N:46]([CH3:49])[CH2:45][CH2:44]4)[CH2:39][CH2:38]3)[N:28]=2)=[CH:23][C:22]=1[O:50][CH3:51]. (2) Given the product [CH2:1]([O:8][C:9](=[O:15])[C@H:10]([NH:11][CH2:14][C:12]1[CH:13]=[CH:27][C:26]2[O:28][CH2:1][O:8][C:9]=2[CH:10]=1)[CH:12]([CH3:13])[CH3:14])[C:2]1[CH:7]=[CH:6][CH:5]=[CH:4][CH:3]=1, predict the reactants needed to synthesize it. The reactants are: [CH2:1]([O:8][C:9](=[O:15])[C@@H:10]([CH:12]([CH3:14])[CH3:13])[NH2:11])[C:2]1[CH:7]=[CH:6][CH:5]=[CH:4][CH:3]=1.C(O[BH-](O[C:26](=[O:28])[CH3:27])OC(=O)C)(=O)C.[Na+]. (3) Given the product [CH2:57]([Cl:59])[Cl:58].[CH3:13][OH:14].[NH4+:4].[OH-:40].[CH2:1]([C:3]1[C:11]2[C:6](=[CH:7][CH:8]=[CH:9][C:10]=2[NH:12][C:13]([C:15]2[N:19]3[CH:20]=[CH:21][C:22]([O:24][C@H:25]4[C@H:29]([OH:30])[CH2:28][N:27]([CH3:41])[CH2:26]4)=[CH:23][C:18]3=[N:17][CH:16]=2)=[O:14])[N:5]([CH2:31][C:32]2[CH:37]=[CH:36][CH:35]=[C:34]([CH3:38])[N:33]=2)[N:4]=1)[CH3:2], predict the reactants needed to synthesize it. The reactants are: [CH2:1]([C:3]1[C:11]2[C:6](=[CH:7][CH:8]=[CH:9][C:10]=2[NH:12][C:13]([C:15]2[N:19]3[CH:20]=[CH:21][C:22]([O:24][C@H:25]4[C@H:29]([OH:30])[CH2:28][NH:27][CH2:26]4)=[CH:23][C:18]3=[N:17][CH:16]=2)=[O:14])[N:5]([CH2:31][C:32]2[CH:37]=[CH:36][CH:35]=[C:34]([CH3:38])[N:33]=2)[N:4]=1)[CH3:2].[BH-](OC(C)=O)(OC(C)=O)[O:40][C:41](C)=O.[Na+].C=O.CO.[CH2:57]([Cl:59])[Cl:58]. (4) Given the product [CH2:1]([C:8]1[S:12][C:11]([C:13]2[CH:18]=[C:17]([F:19])[CH:16]=[CH:15][C:14]=2[F:20])=[N:10][C:9]=1[C@H:21]([NH:22][S@@:23]([C:25]([CH3:28])([CH3:27])[CH3:26])=[O:24])[C:30]([CH3:33])([CH3:32])[CH3:31])[C:2]1[CH:3]=[CH:4][CH:5]=[CH:6][CH:7]=1, predict the reactants needed to synthesize it. The reactants are: [CH2:1]([C:8]1[S:12][C:11]([C:13]2[CH:18]=[C:17]([F:19])[CH:16]=[CH:15][C:14]=2[F:20])=[N:10][C:9]=1[CH:21]=[N:22][S@@:23]([C:25]([CH3:28])([CH3:27])[CH3:26])=[O:24])[C:2]1[CH:7]=[CH:6][CH:5]=[CH:4][CH:3]=1.[Li][C:30]([CH3:33])([CH3:32])[CH3:31]. (5) The reactants are: [CH3:1][O:2][C:3](=[O:16])[CH:4]=[CH:5][CH:6]=[CH:7][CH2:8][S:9][C:10]1[CH:15]=[CH:14][CH:13]=[CH:12][CH:11]=1.I([O-])(=O)(=O)=[O:18].[Na+]. Given the product [CH3:1][O:2][C:3](=[O:16])[CH:4]=[CH:5][CH:6]=[CH:7][CH2:8][S:9]([C:10]1[CH:15]=[CH:14][CH:13]=[CH:12][CH:11]=1)=[O:18], predict the reactants needed to synthesize it.